This data is from Catalyst prediction with 721,799 reactions and 888 catalyst types from USPTO. The task is: Predict which catalyst facilitates the given reaction. (1) Reactant: BrC[C:3]([C:5]1[NH:6][CH:7]=[CH:8][CH:9]=1)=[O:4].[Na+].[I-].[C:12]([O:20][CH2:21][CH3:22])(=[O:19])[CH2:13][C:14]([O:16][CH2:17][CH3:18])=[O:15].[H-].[Na+].[Br-].[Na+].[I-].[Cl-].[NH4+]. Product: [CH2:21]([O:20][C:12](=[O:19])[CH:13]([C:3]([C:5]1[NH:6][CH:7]=[CH:8][CH:9]=1)=[O:4])[C:14]([O:16][CH2:17][CH3:18])=[O:15])[CH3:22]. The catalyst class is: 57. (2) Reactant: [CH2:1]([Li])[CH2:2][CH2:3][CH3:4].O1CCCC1.[CH2:11]=[CH:12][C:13]1[CH:18]=[CH:17][CH:16]=[CH:15][CH:14]=1.C=CC=C. Product: [CH2:11]=[CH:12][C:13]1[CH:18]=[CH:17][CH:16]=[CH:15][CH:14]=1.[CH2:1]=[CH:2][CH:3]=[CH2:4].[CH2:11]=[CH:12][C:13]1[CH:18]=[CH:17][CH:16]=[CH:15][CH:14]=1. The catalyst class is: 244. (3) Reactant: [O-:1][N+:2]1[C:7]2[CH:8]=[CH:9][CH:10]=[CH:11][C:6]=2[N:5]=[C:4]([N:12]2[CH2:17][CH2:16][CH:15]([CH2:18][C:19]([NH:21][C:22]3[C:23]([C:27]([O:29]C)=[O:28])=[CH:24][S:25][CH:26]=3)=[O:20])[CH2:14][CH2:13]2)[N:3]=1.O.[OH-].[Li+].Cl. Product: [O-:1][N+:2]1[C:7]2[CH:8]=[CH:9][CH:10]=[CH:11][C:6]=2[N:5]=[C:4]([N:12]2[CH2:13][CH2:14][CH:15]([CH2:18][C:19]([NH:21][C:22]3[C:23]([C:27]([OH:29])=[O:28])=[CH:24][S:25][CH:26]=3)=[O:20])[CH2:16][CH2:17]2)[N:3]=1. The catalyst class is: 87. (4) Reactant: C(OC([N:8]1[CH2:13][CH2:12][CH:11]([C:14]2[CH:19]=[CH:18][C:17]([C:20](=[O:22])[NH2:21])=[C:16]([C:23]3[CH:28]=[CH:27][C:26]([CH:29]([OH:36])[C:30]4[CH:35]=[CH:34][CH:33]=[CH:32][CH:31]=4)=[CH:25][CH:24]=3)[N:15]=2)[CH2:10][CH2:9]1)=O)(C)(C)C.C(O)(C(F)(F)F)=O. Product: [OH:36][CH:29]([C:30]1[CH:31]=[CH:32][CH:33]=[CH:34][CH:35]=1)[C:26]1[CH:27]=[CH:28][C:23]([C:16]2[N:15]=[C:14]([CH:11]3[CH2:10][CH2:9][NH:8][CH2:13][CH2:12]3)[CH:19]=[CH:18][C:17]=2[C:20]([NH2:21])=[O:22])=[CH:24][CH:25]=1. The catalyst class is: 4. (5) Reactant: [F:1][C:2]1[CH:7]=[CH:6][C:5]([CH2:8][O:9][C:10]2[CH:24]=[CH:23][C:22]([CH:25]=[O:26])=[CH:21][C:11]=2[C:12]([NH:14][C:15]2[CH:16]=[N:17][CH:18]=[CH:19][CH:20]=2)=[O:13])=[CH:4][CH:3]=1.[Mn]([O-])(=O)(=O)=[O:28].[K+]. Product: [F:1][C:2]1[CH:7]=[CH:6][C:5]([CH2:8][O:9][C:10]2[CH:24]=[CH:23][C:22]([C:25]([OH:28])=[O:26])=[CH:21][C:11]=2[C:12]([NH:14][C:15]2[CH:16]=[N:17][CH:18]=[CH:19][CH:20]=2)=[O:13])=[CH:4][CH:3]=1. The catalyst class is: 95. (6) Reactant: [NH:1]1[CH2:5][CH2:4][CH:3]([CH2:6][CH2:7][CH2:8][OH:9])[CH2:2]1.C([O-])([O-])=O.[K+].[K+].[C:16](O[C:16]([O:18][C:19]([CH3:22])([CH3:21])[CH3:20])=[O:17])([O:18][C:19]([CH3:22])([CH3:21])[CH3:20])=[O:17].[NH4+].[Cl-]. Product: [C:19]([O:18][C:16]([N:1]1[CH2:5][CH2:4][CH:3]([CH2:6][CH2:7][CH2:8][OH:9])[CH2:2]1)=[O:17])([CH3:22])([CH3:21])[CH3:20]. The catalyst class is: 20.